Dataset: Reaction yield outcomes from USPTO patents with 853,638 reactions. Task: Predict the reaction yield, written as a fraction of the theoretical maximum amount of product (1.0 means a 100% yield; for example, 0.34 means a 34% yield). The reactants are [Cl:1][C:2]1[C:7](I)=[CH:6][N:5]=[C:4]([O:9][CH3:10])[CH:3]=1.[CH3:11][N:12](C=O)C. The catalyst is [C-]#N.[Zn+2].[C-]#N.C1C=CC([P]([Pd]([P](C2C=CC=CC=2)(C2C=CC=CC=2)C2C=CC=CC=2)([P](C2C=CC=CC=2)(C2C=CC=CC=2)C2C=CC=CC=2)[P](C2C=CC=CC=2)(C2C=CC=CC=2)C2C=CC=CC=2)(C2C=CC=CC=2)C2C=CC=CC=2)=CC=1. The product is [Cl:1][C:2]1[C:7]([C:11]#[N:12])=[CH:6][N:5]=[C:4]([O:9][CH3:10])[CH:3]=1. The yield is 0.540.